From a dataset of Retrosynthesis with 50K atom-mapped reactions and 10 reaction types from USPTO. Predict the reactants needed to synthesize the given product. (1) Given the product COP(=O)(OC)[C@H](O)CC(C)C, predict the reactants needed to synthesize it. The reactants are: COP(=O)(OC)[C@H](O)C=C(C)C. (2) The reactants are: CC(C)(C)OC(=O)c1ccc(-c2ccc3[nH]nc(N)c3c2)o1.O=C(Cl)c1ccc(Cl)s1. Given the product CC(C)(C)OC(=O)c1ccc(-c2ccc3[nH]nc(NC(=O)c4ccc(Cl)s4)c3c2)o1, predict the reactants needed to synthesize it.